Dataset: Full USPTO retrosynthesis dataset with 1.9M reactions from patents (1976-2016). Task: Predict the reactants needed to synthesize the given product. (1) The reactants are: C1C=C(Cl)C=C(C(OO)=[O:9])C=1.[Br:12][C:13]1[CH:14]=[C:15]([C:25]([CH3:28])([CH3:27])[CH3:26])[C:16]([O:21][CH2:22][O:23][CH3:24])=[C:17]([CH:20]=1)C=O. Given the product [Br:12][C:13]1[CH:14]=[C:15]([C:25]([CH3:28])([CH3:27])[CH3:26])[C:16]([O:21][CH2:22][O:23][CH3:24])=[C:17]([OH:9])[CH:20]=1, predict the reactants needed to synthesize it. (2) The reactants are: [C:1]1(=[O:8])[CH2:7][CH2:6][CH2:5][CH2:4][CH2:3][CH2:2]1.CC(C)([O-])C.[K+].Cl[CH2:16][CH2:17][CH2:18][CH2:19][CH2:20]I. Given the product [CH2:16]1[C:2]2([CH2:3][CH2:4][CH2:5][CH2:6][CH2:7][C:1]2=[O:8])[CH2:20][CH2:19][CH2:18][CH2:17]1, predict the reactants needed to synthesize it. (3) Given the product [F:46][C:47]([F:52])([F:51])[C:48]([OH:50])=[O:49].[NH2:8][C@@H:9]([CH2:30][C:31]1[CH:36]=[CH:35][C:34]([CH:37]2[S:41](=[O:42])(=[O:43])[NH:40][C:39](=[O:44])[CH2:38]2)=[C:33]([F:45])[CH:32]=1)[C:10]([NH:12][CH2:13][CH2:14][CH2:15][CH2:16][CH2:17][O:18][C:19]1[CH:28]=[CH:27][CH:26]=[C:25]([OH:29])[C:20]=1[C:21]([O:23][CH3:24])=[O:22])=[O:11], predict the reactants needed to synthesize it. The reactants are: C(OC([NH:8][C@@H:9]([CH2:30][C:31]1[CH:36]=[CH:35][C:34]([CH:37]2[S:41](=[O:43])(=[O:42])[NH:40][C:39](=[O:44])[CH2:38]2)=[C:33]([F:45])[CH:32]=1)[C:10]([NH:12][CH2:13][CH2:14][CH2:15][CH2:16][CH2:17][O:18][C:19]1[CH:28]=[CH:27][CH:26]=[C:25]([OH:29])[C:20]=1[C:21]([O:23][CH3:24])=[O:22])=[O:11])=O)(C)(C)C.[F:46][C:47]([F:52])([F:51])[C:48]([OH:50])=[O:49]. (4) The reactants are: [Cl:1][C:2]1[CH:39]=[CH:38][C:5]([CH2:6][CH2:7][O:8][C:9]2[N:10]=[N:11][C:12]([C:28]3[CH:33]=[C:32]([Cl:34])[C:31]([O:35]C)=[C:30]([Cl:37])[CH:29]=3)=[CH:13][C:14]=2[N:15]2[CH2:20][CH2:19][N:18](C(OC(C)(C)C)=O)[CH2:17][CH2:16]2)=[CH:4][CH:3]=1.B(Br)(Br)Br. Given the product [Cl:34][C:32]1[CH:33]=[C:28]([C:12]2[N:11]=[N:10][C:9]([O:8][CH2:7][CH2:6][C:5]3[CH:38]=[CH:39][C:2]([Cl:1])=[CH:3][CH:4]=3)=[C:14]([N:15]3[CH2:20][CH2:19][NH:18][CH2:17][CH2:16]3)[CH:13]=2)[CH:29]=[C:30]([Cl:37])[C:31]=1[OH:35], predict the reactants needed to synthesize it. (5) Given the product [C:1]1([C:18]2[CH:23]=[CH:22][CH:21]=[CH:20][CH:19]=2)[CH:2]=[CH:3][C:4]([S:7]([N:10]2[CH2:14][CH2:13][S:12][CH:11]2[C:15]([NH:31][C@H:30]([C:24]2[CH:29]=[CH:28][CH:27]=[CH:26][CH:25]=2)[C:32]2[CH:37]=[CH:36][CH:35]=[CH:34][N:33]=2)=[O:16])(=[O:9])=[O:8])=[CH:5][CH:6]=1, predict the reactants needed to synthesize it. The reactants are: [C:1]1([C:18]2[CH:23]=[CH:22][CH:21]=[CH:20][CH:19]=2)[CH:6]=[CH:5][C:4]([S:7]([N:10]2[CH2:14][CH2:13][S:12][CH:11]2[C:15](O)=[O:16])(=[O:9])=[O:8])=[CH:3][CH:2]=1.[C:24]1([C@H:30]([C:32]2[CH:37]=[CH:36][CH:35]=[CH:34][N:33]=2)[NH2:31])[CH:29]=[CH:28][CH:27]=[CH:26][CH:25]=1. (6) Given the product [F:16][C:17]1[CH:22]=[CH:21][C:20]([C:2]2[N:6]([CH3:7])[CH:5]=[N:4][C:3]=2[C:8]2[CH:13]=[C:12]([C:14]#[N:15])[CH:11]=[CH:10][N:9]=2)=[CH:19][CH:18]=1, predict the reactants needed to synthesize it. The reactants are: Br[C:2]1[N:6]([CH3:7])[CH:5]=[N:4][C:3]=1[C:8]1[CH:13]=[C:12]([C:14]#[N:15])[CH:11]=[CH:10][N:9]=1.[F:16][C:17]1[CH:22]=[CH:21][C:20](B(O)O)=[CH:19][CH:18]=1.C([O-])([O-])=O.[Na+].[Na+].